From a dataset of TCR-epitope binding with 47,182 pairs between 192 epitopes and 23,139 TCRs. Binary Classification. Given a T-cell receptor sequence (or CDR3 region) and an epitope sequence, predict whether binding occurs between them. The epitope is FPRPWLHGL. The TCR CDR3 sequence is CASSSDHRGGYTF. Result: 0 (the TCR does not bind to the epitope).